From a dataset of NCI-60 drug combinations with 297,098 pairs across 59 cell lines. Regression. Given two drug SMILES strings and cell line genomic features, predict the synergy score measuring deviation from expected non-interaction effect. (1) Drug 1: CN(CCCl)CCCl.Cl. Drug 2: C1CNP(=O)(OC1)N(CCCl)CCCl. Cell line: TK-10. Synergy scores: CSS=17.0, Synergy_ZIP=-2.82, Synergy_Bliss=-1.85, Synergy_Loewe=-12.9, Synergy_HSA=-0.671. (2) Drug 1: B(C(CC(C)C)NC(=O)C(CC1=CC=CC=C1)NC(=O)C2=NC=CN=C2)(O)O. Drug 2: CC1C(C(CC(O1)OC2CC(CC3=C2C(=C4C(=C3O)C(=O)C5=C(C4=O)C(=CC=C5)OC)O)(C(=O)CO)O)N)O.Cl. Cell line: HT29. Synergy scores: CSS=55.7, Synergy_ZIP=-1.39, Synergy_Bliss=-3.26, Synergy_Loewe=0.0597, Synergy_HSA=1.39. (3) Drug 1: C(CC(=O)O)C(=O)CN.Cl. Drug 2: CN(C(=O)NC(C=O)C(C(C(CO)O)O)O)N=O. Cell line: MDA-MB-231. Synergy scores: CSS=8.90, Synergy_ZIP=-2.88, Synergy_Bliss=1.35, Synergy_Loewe=1.63, Synergy_HSA=2.39. (4) Drug 1: CC1=C(C(CCC1)(C)C)C=CC(=CC=CC(=CC(=O)O)C)C. Drug 2: COC1=C2C(=CC3=C1OC=C3)C=CC(=O)O2. Cell line: MDA-MB-231. Synergy scores: CSS=-4.27, Synergy_ZIP=10.6, Synergy_Bliss=5.69, Synergy_Loewe=-4.59, Synergy_HSA=-3.88.